This data is from Catalyst prediction with 721,799 reactions and 888 catalyst types from USPTO. The task is: Predict which catalyst facilitates the given reaction. Reactant: [NH2:1][C:2]1[CH:10]=[CH:9][C:5]([C:6]([OH:8])=[O:7])=[CH:4][CH:3]=1.N1C=CC=CC=1.Cl[Si](C)(C)C.[F:22][C:23]1[CH:31]=[CH:30][CH:29]=[CH:28][C:24]=1[C:25](Cl)=[O:26]. The catalyst class is: 11. Product: [F:22][C:23]1[CH:31]=[CH:30][CH:29]=[CH:28][C:24]=1[C:25]([NH:1][C:2]1[CH:10]=[CH:9][C:5]([C:6]([OH:8])=[O:7])=[CH:4][CH:3]=1)=[O:26].